From a dataset of Experimentally validated miRNA-target interactions with 360,000+ pairs, plus equal number of negative samples. Binary Classification. Given a miRNA mature sequence and a target amino acid sequence, predict their likelihood of interaction. (1) The miRNA is hsa-miR-4252 with sequence GGCCACUGAGUCAGCACCA. The protein sequence of the target gene is MAAAAAEQQQFYLLLGNLLSPDNVVRKQAEETYENIPGQSKITFLLQAIRNTTAAEEARQMAAVLLRRLLSSAFDEVYPALPSDVQTAIKSELLMIIQMETQSSMRKKVCDIAAELARNLIDEDGNNQWPEGLKFLFDSVSSQNVGLREAALHIFWNFPGIFGNQQQHYLDVIKRMLVQCMQDQEHPSIRTLSARATAAFILANEHNVALFKHFADLLPGFLQAVNDSCYQNDDSVLKSLVEIADTVPKYLRPHLEATLQLSLKLCGDTSLNNMQRQLALEVIVTLSETAAAMLRKHTNI.... Result: 0 (no interaction). (2) The miRNA is rno-miR-324-5p with sequence CGCAUCCCCUAGGGCAUUGGUGU. The protein sequence of the target gene is MSQGDSNPAAIPHAAEDIQGDDRWMSQHNRFVLDCKDKEPDVLFVGDSMVQLMQQYEIWRELFSPLHALNFGIGGDTTRHVLWRLKNGELENIKPKVIVVWVGTNNHENTAEEVAGGIEAIVQLINTRQPQAKIIVLGLLPRGEKPNPLRQKNAKVNQLLKVSLPKLANVQLLDIDGGFVHSDGAISCHDMFDFLHLTGGGYAKICKPLHELIMQLLEETPEEKQTTIA. Result: 0 (no interaction).